This data is from Experimentally validated miRNA-target interactions with 360,000+ pairs, plus equal number of negative samples. The task is: Binary Classification. Given a miRNA mature sequence and a target amino acid sequence, predict their likelihood of interaction. (1) The miRNA is hsa-miR-3064-5p with sequence UCUGGCUGUUGUGGUGUGCAA. The protein sequence of the target gene is MMSFVQCGTWFLLTLLHPSLILAQQSNVDELGCNYLGQSYESRDVWKPEPCQICVCDSGSVLCDDIMCDDEPLDCPNPEIPFGECCAICPQPSTPAPVIPDGNRPQGPKGDPGPPGIPGRNGDPGLPGQPGLPGPPGSPGICESCPTGGQNYSPQFDSYDVKSGVGGMGGYPGPAGPPGPPGPPGSSGHPGSPGSPGYQGPPGEPGQAGPAGPPGPPGAIGPSGPAGKDGESGRPGRPGERGLPGPPGIKGPAGIPGFPGMKGHRGFDGRNGEKGETGAPGLKGENGLPGDNGAPGPMGP.... Result: 0 (no interaction). (2) The miRNA is hsa-miR-6829-5p with sequence UGGGCUGCUGAGAAGGGGCA. The protein sequence of the target gene is MASGRPEELWEAVVGAAERFRARTGTELVLLTAAPPPPPRPGPCAYAAHGRGALAEAARRCLHDIALAHRAATAARPPAPPPAPQPPSPTPSPPRPTLAREDNEEDEDEPTETETSGEQLGISDNGGLFVMDEDATLQDLPPFCESDPESTDDGSLSEETPAGPPTCSVPPASALPTQQYAKSLPVSVPVWGFKEKRTEARSSDEENGPPSSPDLDRIAASMRALVLREAEDTQVFGDLPRPRLNTSDFQKLKRKY. Result: 1 (interaction).